Dataset: Forward reaction prediction with 1.9M reactions from USPTO patents (1976-2016). Task: Predict the product of the given reaction. (1) The product is: [N+:1]([C:4]1[CH:5]=[C:6]2[C:10](=[CH:11][CH:12]=1)[NH:9][C:8]([C:13]([OH:15])=[O:14])=[CH:7]2)([O-:3])=[O:2]. Given the reactants [N+:1]([C:4]1[CH:5]=[C:6]2[C:10](=[CH:11][CH:12]=1)[NH:9][C:8]([C:13]([O:15]CC)=[O:14])=[CH:7]2)([O-:3])=[O:2].[OH-].[Li+], predict the reaction product. (2) Given the reactants C([O:5][C:6](=O)[NH:7][CH2:8][C:9]1[CH:14]=[CH:13][C:12]([C:15]2[C:16]3[CH:23]=[C:22]([Br:24])[N:21](S(C4C=CC(C)=CC=4)(=O)=O)[C:17]=3[N:18]=[CH:19][N:20]=2)=[CH:11][C:10]=1[F:35])(C)(C)C.C(O)(C(F)(F)F)=O.[C:44]([C:48]1[CH:56]=[CH:55][C:51](C(O)=O)=[CH:50][CH:49]=1)([CH3:47])([CH3:46])[CH3:45].CCN(C(C)C)C(C)C.CN(C(ON1N=NC2C=CC=NC1=2)=[N+](C)C)C.F[P-](F)(F)(F)(F)F, predict the reaction product. The product is: [Br:24][C:22]1[NH:21][C:17]2[N:18]=[CH:19][N:20]=[C:15]([C:12]3[CH:13]=[CH:14][C:9]([CH2:8][NH:7][C:6](=[O:5])[C:51]4[CH:55]=[CH:56][C:48]([C:44]([CH3:47])([CH3:46])[CH3:45])=[CH:49][CH:50]=4)=[C:10]([F:35])[CH:11]=3)[C:16]=2[CH:23]=1.